Dataset: Reaction yield outcomes from USPTO patents with 853,638 reactions. Task: Predict the reaction yield, written as a fraction of the theoretical maximum amount of product (1.0 means a 100% yield; for example, 0.34 means a 34% yield). (1) The reactants are [Cl:1][C:2]1[CH:3]=[C:4]([C:9](=[O:11])[CH3:10])[CH:5]=[C:6]([Cl:8])[CH:7]=1.[N:12]1([C:17]2[CH:24]=[CH:23][C:20]([CH:21]=O)=[CH:19][CH:18]=2)[CH:16]=[N:15][CH:14]=[N:13]1.[OH-].[Na+]. The catalyst is C(O)C.O. The product is [N:12]1([C:17]2[CH:24]=[CH:23][C:20](/[CH:21]=[CH:10]/[C:9]([C:4]3[CH:3]=[C:2]([Cl:1])[CH:7]=[C:6]([Cl:8])[CH:5]=3)=[O:11])=[CH:19][CH:18]=2)[CH:16]=[N:15][CH:14]=[N:13]1. The yield is 0.170. (2) The reactants are [Br:1][C:2]1[N:3]=[C:4]([C@@H:12]2[CH2:17][CH2:16][CH2:15][N:14]([C:18]([O:20][CH2:21][C:22]3[CH:27]=[CH:26][CH:25]=[CH:24][CH:23]=3)=[O:19])[CH2:13]2)[N:5]2[CH:10]=[CH:9][N:8]=[C:7](Cl)[C:6]=12.[NH3:28].CC(O)C. No catalyst specified. The product is [NH2:28][C:7]1[C:6]2[N:5]([C:4]([C@@H:12]3[CH2:17][CH2:16][CH2:15][N:14]([C:18]([O:20][CH2:21][C:22]4[CH:27]=[CH:26][CH:25]=[CH:24][CH:23]=4)=[O:19])[CH2:13]3)=[N:3][C:2]=2[Br:1])[CH:10]=[CH:9][N:8]=1. The yield is 0.970. (3) The reactants are CC(OI1(OC(C)=O)(OC(C)=O)[O:14][C:12](=[O:13])[C:11]2[CH:10]=[CH:9][CH:8]=[CH:7][C:6]1=2)=O.[C:23]([O:31][CH2:32][C@@H:33]1[O:37][CH:36](C2C=CC=CC=2C([O-])=O)[C@H:35]([OH:47])[C@@H:34]1C1C=CC=CC=1C([O-])=O)(=[O:30])[C:24]1[CH:29]=[CH:28][CH:27]=[CH:26][CH:25]=1.[CH3:57][CH2:58][CH2:59][CH2:60][CH2:61][CH3:62].[C:63]([O:66]CC)(=[O:65])C. The catalyst is C(Cl)Cl. The product is [C:63]([O:66][CH:36]1[C:35](=[O:47])[C@H:32]([O:31][C:23](=[O:30])[C:24]2[CH:25]=[CH:26][CH:27]=[CH:28][CH:29]=2)[C@@H:33]([CH2:34][O:14][C:12](=[O:13])[C:11]2[CH:6]=[CH:7][CH:8]=[CH:9][CH:10]=2)[O:37]1)(=[O:65])[C:59]1[CH:58]=[CH:57][CH:62]=[CH:61][CH:60]=1. The yield is 0.434. (4) The reactants are Cl[C:2]1[CH:3]=[N:4][CH:5]=[CH:6][C:7]=1[C:8]1[C:9]([NH:15][CH:16]2[CH2:20][CH2:19][CH2:18][CH2:17]2)=[N:10][C:11]([NH2:14])=[N:12][CH:13]=1.C1(P(C2C=CC=CC=2)C2C3OC4C(=CC=CC=4P(C4C=CC=CC=4)C4C=CC=CC=4)C(C)(C)C=3C=CC=2)C=CC=CC=1.CC(C)([O-])C.[Na+]. The catalyst is O1CCOCC1.C1C=CC(/C=C/C(/C=C/C2C=CC=CC=2)=O)=CC=1.C1C=CC(/C=C/C(/C=C/C2C=CC=CC=2)=O)=CC=1.C1C=CC(/C=C/C(/C=C/C2C=CC=CC=2)=O)=CC=1.[Pd].[Pd]. The product is [CH:16]1([N:15]2[C:9]3[N:10]=[C:11]([NH2:14])[N:12]=[CH:13][C:8]=3[C:7]3[CH:6]=[CH:5][N:4]=[CH:3][C:2]2=3)[CH2:20][CH2:19][CH2:18][CH2:17]1. The yield is 0.850. (5) The reactants are Br[C:2]1[CH:3]=[CH:4][C:5]([NH2:15])=[N:6][C:7]=1[C:8]1[CH:13]=[CH:12][CH:11]=[C:10]([F:14])[CH:9]=1.CC1(C)C(C)(C)OB([C:24]2[CH:29]=[CH:28][N:27]=[CH:26][CH:25]=2)O1.C(=O)([O-])[O-].[Cs+].[Cs+]. The catalyst is O1CCOCC1. The product is [F:14][C:10]1[CH:9]=[C:8]([C:7]2[C:2]([C:24]3[CH:29]=[CH:28][N:27]=[CH:26][CH:25]=3)=[CH:3][CH:4]=[C:5]([NH2:15])[N:6]=2)[CH:13]=[CH:12][CH:11]=1. The yield is 0.770.